From a dataset of Forward reaction prediction with 1.9M reactions from USPTO patents (1976-2016). Predict the product of the given reaction. (1) Given the reactants N#N.C([O:5][C:6]([C:8]1[N:9]=[C:10]([C:13]2([CH3:18])[O:17][CH2:16][CH2:15][O:14]2)[O:11][CH:12]=1)=O)C.[H-].[H-].[H-].[H-].[Li+].[Al+3].[OH-].[Na+], predict the reaction product. The product is: [CH3:18][C:13]1([C:10]2[O:11][CH:12]=[C:8]([CH2:6][OH:5])[N:9]=2)[O:17][CH2:16][CH2:15][O:14]1. (2) Given the reactants [CH2:1]([O:3][C:4]([N:6]1[CH2:12][C:11]2[CH:13]=[CH:14][CH:15]=[CH:16][C:10]=2[N:9]=[C:8]([NH2:17])[CH2:7]1)=[O:5])[CH3:2].[N+]([C:21]1C=CC=CC=1CN(CC#N)C(=O)OCC)([O-])=O, predict the reaction product. The product is: [NH2:17][C:8]1[CH2:7][N:6]([C:4]([O:3][CH2:1][CH3:2])=[O:5])[CH:12]([CH3:21])[C:11]2[CH:13]=[CH:14][CH:15]=[CH:16][C:10]=2[N:9]=1. (3) Given the reactants [Cl:1][C:2]1[CH:3]=[N:4][N:5]([C:7]2[CH:12]=[CH:11][N:10]=[CH:9][C:8]=2[N:13]2[CH2:18][CH2:17][CH:16]([C:19]([OH:21])=O)[CH2:15][CH2:14]2)[CH:6]=1.[CH3:22][NH:23][CH:24]1[CH2:29][CH2:28][O:27][CH2:26][CH2:25]1.CN(C(ON1N=NC2C=CC=NC1=2)=[N+](C)C)C.F[P-](F)(F)(F)(F)F.C(N(CC)CC)C, predict the reaction product. The product is: [Cl:1][C:2]1[CH:3]=[N:4][N:5]([C:7]2[CH:12]=[CH:11][N:10]=[CH:9][C:8]=2[N:13]2[CH2:14][CH2:15][CH:16]([C:19]([N:23]([CH3:22])[CH:24]3[CH2:29][CH2:28][O:27][CH2:26][CH2:25]3)=[O:21])[CH2:17][CH2:18]2)[CH:6]=1. (4) Given the reactants [Cl:1][C:2]1[C:7]([C:8]2[CH:13]=[CH:12][C:11]([S:14]([NH2:17])(=[O:16])=[O:15])=[CH:10][CH:9]=2)=[C:6]([C:18]2[CH:23]=[CH:22][C:21]([S:24]([CH3:27])(=[O:26])=[O:25])=[CH:20][CH:19]=2)[N:5]=[C:4]([C:28]([F:31])([F:30])[F:29])[N:3]=1.[C:32](Cl)(=[O:34])[CH3:33], predict the reaction product. The product is: [Cl:1][C:2]1[C:7]([C:8]2[CH:13]=[CH:12][C:11]([S:14]([NH:17][C:32](=[O:34])[CH3:33])(=[O:16])=[O:15])=[CH:10][CH:9]=2)=[C:6]([C:18]2[CH:19]=[CH:20][C:21]([S:24]([CH3:27])(=[O:26])=[O:25])=[CH:22][CH:23]=2)[N:5]=[C:4]([C:28]([F:31])([F:29])[F:30])[N:3]=1.